This data is from Catalyst prediction with 721,799 reactions and 888 catalyst types from USPTO. The task is: Predict which catalyst facilitates the given reaction. (1) Reactant: [C:1]([CH2:3][C:4](OCC)=O)#[N:2].[C:9]([O-:12])(=[O:11])[CH3:10].[NH4+].C(O)(=O)C.[C:18]([O:22][C:23]([N:25]1[CH2:30][CH2:29][C:28](=O)[CH2:27][CH2:26]1)=[O:24])([CH3:21])([CH3:20])[CH3:19]. Product: [C:18]([O:22][C:23]([N:25]1[CH2:30][CH2:29][C:28](=[CH:10][C:9]([O:12][CH:3]([C:1]#[N:2])[CH3:4])=[O:11])[CH2:27][CH2:26]1)=[O:24])([CH3:21])([CH3:20])[CH3:19]. The catalyst class is: 11. (2) Reactant: C1C=CC(P(C2C=CC=CC=2)C2C=CC=CC=2)=CC=1.N1C=CN=C1.[I:25]I.[C:27]1([CH2:33][O:34][C:35](=[O:48])[C@@H:36]([NH:40][C:41]([O:43][C:44]([CH3:47])([CH3:46])[CH3:45])=[O:42])[CH2:37][CH2:38]O)[CH:32]=[CH:31][CH:30]=[CH:29][CH:28]=1. Product: [C:27]1([CH2:33][O:34][C:35](=[O:48])[C@@H:36]([NH:40][C:41]([O:43][C:44]([CH3:47])([CH3:46])[CH3:45])=[O:42])[CH2:37][CH2:38][I:25])[CH:32]=[CH:31][CH:30]=[CH:29][CH:28]=1. The catalyst class is: 2. (3) Reactant: [CH2:1]([N:3]1[C:7]([CH2:8][CH3:9])=[CH:6][C:5]([C:10]([O:12]CC)=[O:11])=[N:4]1)[CH3:2].[OH-].[Na+].C(OCC)(=O)C.O. Product: [CH2:1]([N:3]1[C:7]([CH2:8][CH3:9])=[CH:6][C:5]([C:10]([OH:12])=[O:11])=[N:4]1)[CH3:2]. The catalyst class is: 8. (4) Product: [Cl:1][C:2]1[CH:3]=[C:4]([C:10](=[O:16])/[CH:11]=[CH:12]/[C:13]([O:15][CH2:21][CH3:22])=[O:14])[CH:5]=[CH:6][C:7]=1[O:8][CH3:9]. Reactant: [Cl:1][C:2]1[CH:3]=[C:4]([C:10](=[O:16])/[CH:11]=[CH:12]/[C:13]([OH:15])=[O:14])[CH:5]=[CH:6][C:7]=1[O:8][CH3:9].S(OCC)(O[CH2:21][CH3:22])(=O)=O.C(=O)([O-])[O-].[K+].[K+].C(O)(=O)C. The catalyst class is: 9. (5) Reactant: [Cl:1][C:2]1[C:7]([C:8](O)=[O:9])=[C:6]([F:11])[C:5]([CH2:12][NH:13][C:14](=[O:19])[C:15]([CH3:18])([CH3:17])[CH3:16])=[CH:4][CH:3]=1.C(Cl)(=O)C(Cl)=O.[NH3:26]. Product: [Cl:1][C:2]1[C:7]([C:8]([NH2:26])=[O:9])=[C:6]([F:11])[C:5]([CH2:12][NH:13][C:14](=[O:19])[C:15]([CH3:18])([CH3:17])[CH3:16])=[CH:4][CH:3]=1. The catalyst class is: 1. (6) Reactant: [CH2:1]([N:8](C)[CH:9]1[CH2:13][O:12][CH:11]2[CH:14]([O:17]CC3C=CC=CC=3)[CH2:15][O:16][CH:10]12)C1C=CC=CC=1.Cl. Product: [CH3:1][NH:8][CH:9]1[CH:10]2[O:16][CH2:15][CH:14]([OH:17])[CH:11]2[O:12][CH2:13]1. The catalyst class is: 50. (7) Reactant: [NH2:1][C:2]1[CH:7]=[CH:6][C:5]([C:8]2[C:9]([NH2:18])=[N:10][C:11]([NH2:17])=[N:12][C:13]=2[CH2:14][CH2:15][CH3:16])=[CH:4][CH:3]=1.[Cl:19][C:20]1[CH:27]=[CH:26][C:23]([CH:24]=O)=[CH:22][CH:21]=1.C(O)(=O)C.[BH3-]C#N.[Na+]. Product: [Cl:19][C:20]1[CH:27]=[CH:26][C:23]([CH2:24][NH:1][C:2]2[CH:3]=[CH:4][C:5]([C:8]3[C:9]([NH2:18])=[N:10][C:11]([NH2:17])=[N:12][C:13]=3[CH2:14][CH2:15][CH3:16])=[CH:6][CH:7]=2)=[CH:22][CH:21]=1. The catalyst class is: 5.